Predict which catalyst facilitates the given reaction. From a dataset of Catalyst prediction with 721,799 reactions and 888 catalyst types from USPTO. (1) Reactant: [Cl:1][C:2]1[CH:7]=[CH:6][CH:5]=[C:4]([Cl:8])[C:3]=1[CH2:9][CH2:10][C:11]1[C:15]([CH2:16][O:17][C:18]2[CH:23]=[CH:22][C:21]([C:24]3[CH:25]=[C:26]4[C:31](=[CH:32][CH:33]=3)[CH:30]=[C:29]([C:34]([O:36]C)=[O:35])[CH:28]=[CH:27]4)=[CH:20][CH:19]=2)=[C:14]([CH:38]([CH3:40])[CH3:39])[O:13][N:12]=1.CO.[OH-].[Na+]. Product: [Cl:1][C:2]1[CH:7]=[CH:6][CH:5]=[C:4]([Cl:8])[C:3]=1[CH2:9][CH2:10][C:11]1[C:15]([CH2:16][O:17][C:18]2[CH:19]=[CH:20][C:21]([C:24]3[CH:25]=[C:26]4[C:31](=[CH:32][CH:33]=3)[CH:30]=[C:29]([C:34]([OH:36])=[O:35])[CH:28]=[CH:27]4)=[CH:22][CH:23]=2)=[C:14]([CH:38]([CH3:40])[CH3:39])[O:13][N:12]=1. The catalyst class is: 7. (2) Reactant: [CH2:1]1[CH:9]2[N:4]([CH2:5][CH:6]=[C:7]([C:10]3[C:18]4[C:13](=[CH:14][CH:15]=[N:16][CH:17]=4)[NH:12][CH:11]=3)[CH2:8]2)[CH2:3][CH2:2]1.[C:19]1([S:29](Cl)(=[O:31])=[O:30])[C:28]2[C:23](=[CH:24][CH:25]=[CH:26][CH:27]=2)[CH:22]=[CH:21][CH:20]=1.C[Si]([N-][Si](C)(C)C)(C)C.[Na+]. Product: [CH2:1]1[CH:9]2[N:4]([CH2:5][CH:6]=[C:7]([C:10]3[C:18]4[C:13](=[CH:14][CH:15]=[N:16][CH:17]=4)[N:12]([S:29]([C:19]4[C:28]5[C:23](=[CH:24][CH:25]=[CH:26][CH:27]=5)[CH:22]=[CH:21][CH:20]=4)(=[O:31])=[O:30])[CH:11]=3)[CH2:8]2)[CH2:3][CH2:2]1. The catalyst class is: 1. (3) Reactant: [CH2:1]([C:5]1[N:6]=[C:7]([CH3:27])[NH:8][C:9](=[O:26])[C:10]=1[CH2:11][C:12]1[CH:17]=[CH:16][C:15]([C:18]2[C:19]([C:24]#[N:25])=[CH:20][CH:21]=[CH:22][CH:23]=2)=[CH:14][CH:13]=1)[CH2:2][CH2:3][CH3:4].C(=O)([O-])[O-].[K+].[K+].Cl.Cl[CH2:36][C:37]1[CH:46]=[CH:45][C:44]2[C:39](=[CH:40][CH:41]=[CH:42][CH:43]=2)[N:38]=1.CN(C)C=O. Product: [CH2:1]([C:5]1[N:6]=[C:7]([CH3:27])[N:8]([CH2:36][C:37]2[CH:46]=[CH:45][C:44]3[C:39](=[CH:40][CH:41]=[CH:42][CH:43]=3)[N:38]=2)[C:9](=[O:26])[C:10]=1[CH2:11][C:12]1[CH:17]=[CH:16][C:15]([C:18]2[C:19]([C:24]#[N:25])=[CH:20][CH:21]=[CH:22][CH:23]=2)=[CH:14][CH:13]=1)[CH2:2][CH2:3][CH3:4]. The catalyst class is: 13. (4) Reactant: [N:1]1([C:7]2[CH:15]=[C:14]3[C:10]([CH:11]=[N:12][NH:13]3)=[CH:9][CH:8]=2)[CH2:6][CH2:5][NH:4][CH2:3][CH2:2]1.C(N(CC)CC)C.[CH3:23][C:24]([O:27][C:28](O[C:28]([O:27][C:24]([CH3:26])([CH3:25])[CH3:23])=[O:29])=[O:29])([CH3:26])[CH3:25]. Product: [NH:13]1[C:14]2[C:10](=[CH:9][CH:8]=[C:7]([N:1]3[CH2:6][CH2:5][N:4]([C:28]([O:27][C:24]([CH3:26])([CH3:25])[CH3:23])=[O:29])[CH2:3][CH2:2]3)[CH:15]=2)[CH:11]=[N:12]1. The catalyst class is: 1. (5) Reactant: [CH2:1]([N:4]1[C:8]([CH:9]([C:22]2[CH:27]=[CH:26][C:25]([Cl:28])=[CH:24][CH:23]=2)[NH:10][C:11]2[CH:12]=[C:13]([CH3:21])[C:14]3[N:18]=[N:17][N:16]([CH3:19])[C:15]=3[CH:20]=2)=[C:7]([C:29]([OH:31])=O)[N:6]=[C:5]1[Br:32])[CH:2]=[CH2:3].ClC(N(C)C)=C(C)C. Product: [CH2:1]([N:4]1[C:8]2[CH:9]([C:22]3[CH:23]=[CH:24][C:25]([Cl:28])=[CH:26][CH:27]=3)[N:10]([C:11]3[CH:12]=[C:13]([CH3:21])[C:14]4[N:18]=[N:17][N:16]([CH3:19])[C:15]=4[CH:20]=3)[C:29](=[O:31])[C:7]=2[N:6]=[C:5]1[Br:32])[CH:2]=[CH2:3]. The catalyst class is: 34. (6) Reactant: [N:1]([CH:4]([CH:11]1[CH2:15][CH2:14][CH2:13][S:12]1)[C:5]1[O:6][C:7]([CH3:10])=[CH:8][CH:9]=1)=[N+]=[N-].[H][H]. Product: [CH3:10][C:7]1[O:6][C:5]([CH:4]([NH2:1])[CH:11]2[CH2:15][CH2:14][CH2:13][S:12]2)=[CH:9][CH:8]=1. The catalyst class is: 29. (7) Reactant: [CH2:1]([O:3][C:4]([C:6]1[CH:10]=[C:9]([C:11]2[CH:16]=[CH:15][CH:14]=[CH:13][CH:12]=2)[N:8]([C:17]2[CH:22]=[CH:21][C:20]([N+:23]([O-])=O)=[CH:19][CH:18]=2)[C:7]=1[CH3:26])=[O:5])[CH3:2].C(OCC)(=O)C. Product: [CH2:1]([O:3][C:4]([C:6]1[CH:10]=[C:9]([C:11]2[CH:16]=[CH:15][CH:14]=[CH:13][CH:12]=2)[N:8]([C:17]2[CH:18]=[CH:19][C:20]([NH2:23])=[CH:21][CH:22]=2)[C:7]=1[CH3:26])=[O:5])[CH3:2]. The catalyst class is: 29.